Dataset: Experimentally validated miRNA-target interactions with 360,000+ pairs, plus equal number of negative samples. Task: Binary Classification. Given a miRNA mature sequence and a target amino acid sequence, predict their likelihood of interaction. The miRNA is hsa-miR-106a-5p with sequence AAAAGUGCUUACAGUGCAGGUAG. The protein sequence of the target gene is MVLLAGTGPEGGGARCMTPPPPSPPRGAQVEEDPADYEEFEDFSSLPDTRSIASDDSFYPFEDEEEHGVESAESVPEGVPESVPETATLLRAACANNVGLLRTLVRRGVSVEEAQETDRNGRTGLIVACYHGFVDTVVALAECPHVDVNWQDSEGNTALITAAQAGHAIITNYLLNYFPGLDLERRNAFGFTALMKAAMQGRTDCIRALMLAGADVHARDPRRGMSPQEWATYTGRVDAVRLMQRLLERPCPEQFWEKYRPELPPPPEAARKPAGSKNCLQRLTDCVLSVLTPRSVRGPE.... Result: 1 (interaction).